Dataset: Reaction yield outcomes from USPTO patents with 853,638 reactions. Task: Predict the reaction yield, written as a fraction of the theoretical maximum amount of product (1.0 means a 100% yield; for example, 0.34 means a 34% yield). (1) The catalyst is O1CCOCC1.C1C=CC(P(C2C=CC=CC=2)[C-]2C=CC=C2)=CC=1.C1C=CC(P(C2C=CC=CC=2)[C-]2C=CC=C2)=CC=1.Cl[Pd]Cl.[Fe+2]. The product is [F:14][C:11]1[CH:12]=[C:13]2[C:8](=[CH:9][CH:10]=1)[C:7](=[O:15])[N:6]([CH3:16])[CH:5]=[C:4]2[C:26]1[CH:27]=[C:22]([NH:21][S:18]([CH3:17])(=[O:19])=[O:20])[CH:23]=[CH:24][CH:25]=1. The reactants are N#N.Br[C:4]1[C:13]2[C:8](=[CH:9][CH:10]=[C:11]([F:14])[CH:12]=2)[C:7](=[O:15])[N:6]([CH3:16])[CH:5]=1.[CH3:17][S:18]([NH:21][C:22]1[CH:23]=[C:24](B(O)O)[CH:25]=[CH:26][CH:27]=1)(=[O:20])=[O:19].[O-]P([O-])([O-])=O.[K+].[K+].[K+]. The yield is 0.380. (2) The reactants are Cl.[C:2]1(=[O:13])[C:7]2([CH2:12][CH2:11][CH2:10][NH:9][CH2:8]2)[CH2:6][CH2:5][CH2:4][NH:3]1.C(N(CC)CC)C.[F:21][C:22]([F:34])([F:33])[C:23]1[CH:24]=[C:25]([S:29](Cl)(=[O:31])=[O:30])[CH:26]=[CH:27][CH:28]=1. The catalyst is ClCCl. The product is [F:34][C:22]([F:21])([F:33])[C:23]1[CH:24]=[C:25]([S:29]([N:9]2[CH2:10][CH2:11][CH2:12][C:7]3([C:2](=[O:13])[NH:3][CH2:4][CH2:5][CH2:6]3)[CH2:8]2)(=[O:30])=[O:31])[CH:26]=[CH:27][CH:28]=1. The yield is 0.290. (3) The reactants are [F:1][C:2]([F:16])([F:15])[CH2:3][C:4]([C:6]1[CH:11]=[CH:10][CH:9]=[C:8]([N+:12]([O-:14])=[O:13])[CH:7]=1)=O.O.[NH2:18][NH2:19]. The catalyst is O1CCCC1. The product is [F:1][C:2]([F:16])([F:15])[CH2:3][C:4]([C:6]1[CH:11]=[CH:10][CH:9]=[C:8]([N+:12]([O-:14])=[O:13])[CH:7]=1)=[N:18][NH2:19]. The yield is 0.0800. (4) The reactants are [C:1]([O:5][C:6]([N:8]1[CH2:12][C@@H:11]([C:13]2[CH:18]=[CH:17][CH:16]=[CH:15][CH:14]=2)[C@H:10]([CH2:19][NH2:20])[CH2:9]1)=[O:7])([CH3:4])([CH3:3])[CH3:2].C(N(CC)CC)C.[F:28][C:29]([F:44])([F:43])[C:30]1[CH:31]=[C:32]([CH:36]=[C:37]([C:39]([F:42])([F:41])[F:40])[CH:38]=1)[C:33](Cl)=[O:34]. The catalyst is ClCCl. The product is [C:1]([O:5][C:6]([N:8]1[CH2:12][C@@H:11]([C:13]2[CH:14]=[CH:15][CH:16]=[CH:17][CH:18]=2)[C@@H:10]([CH2:19][NH:20][C:33](=[O:34])[C:32]2[CH:36]=[C:37]([C:39]([F:40])([F:41])[F:42])[CH:38]=[C:30]([C:29]([F:28])([F:43])[F:44])[CH:31]=2)[CH2:9]1)=[O:7])([CH3:4])([CH3:3])[CH3:2]. The yield is 0.920.